From a dataset of Peptide-MHC class I binding affinity with 185,985 pairs from IEDB/IMGT. Regression. Given a peptide amino acid sequence and an MHC pseudo amino acid sequence, predict their binding affinity value. This is MHC class I binding data. (1) The peptide sequence is YVWWAAVIY. The MHC is HLA-A02:12 with pseudo-sequence HLA-A02:12. The binding affinity (normalized) is 0.0847. (2) The peptide sequence is LSAEELMSL. The MHC is HLA-A02:02 with pseudo-sequence HLA-A02:02. The binding affinity (normalized) is 0.615. (3) The peptide sequence is KGSGKMKTE. The MHC is HLA-A69:01 with pseudo-sequence HLA-A69:01. The binding affinity (normalized) is 0. (4) The peptide sequence is SLTIKDSSNK. The MHC is HLA-A31:01 with pseudo-sequence HLA-A31:01. The binding affinity (normalized) is 0. (5) The peptide sequence is WIPKRNRSI. The MHC is Mamu-A01 with pseudo-sequence Mamu-A01. The binding affinity (normalized) is 0.149. (6) The peptide sequence is RLPAYAPLL. The MHC is HLA-B15:42 with pseudo-sequence HLA-B15:42. The binding affinity (normalized) is 0.213. (7) The peptide sequence is CIYQSPVRK. The MHC is HLA-A02:01 with pseudo-sequence HLA-A02:01. The binding affinity (normalized) is 0.0477.